This data is from Full USPTO retrosynthesis dataset with 1.9M reactions from patents (1976-2016). The task is: Predict the reactants needed to synthesize the given product. (1) Given the product [NH2:17][C:18]1[C:30]([Cl:31])=[CH:29][C:21]([C:22]([NH:1][CH2:2][C@@H:3]2[CH2:8][CH2:7][N:6]([C:9]([O:11][C:12]([CH3:13])([CH3:15])[CH3:14])=[O:10])[CH2:5][C@H:4]2[OH:16])=[O:23])=[C:20]([O:32][CH3:33])[C:19]=1[O:34][CH3:35], predict the reactants needed to synthesize it. The reactants are: [NH2:1][CH2:2][C@@H:3]1[CH2:8][CH2:7][N:6]([C:9]([O:11][C:12]([CH3:15])([CH3:14])[CH3:13])=[O:10])[CH2:5][C@H:4]1[OH:16].[NH2:17][C:18]1[C:30]([Cl:31])=[CH:29][C:21]([C:22](N2C=CN=C2)=[O:23])=[C:20]([O:32][CH3:33])[C:19]=1[O:34][CH3:35]. (2) Given the product [C:13]1([C:12]2[O:19][C:20]([C@H:22]3[CH2:27][CH2:26][C@H:25]([C:28]([OH:30])=[O:29])[CH2:24][CH2:23]3)=[CH:10][N:11]=2)[CH:14]=[CH:15][CH:16]=[CH:17][CH:18]=1, predict the reactants needed to synthesize it. The reactants are: N1([CH2:10][NH:11][C:12](=[O:19])[C:13]2[CH:18]=[CH:17][CH:16]=[CH:15][CH:14]=2)C2C=CC=CC=2N=N1.[CH:20]([C@H:22]1[CH2:27][CH2:26][C@H:25]([C:28]([O:30]C)=[O:29])[CH2:24][CH2:23]1)=O.CC(C)([O-])C.[K+]. (3) The reactants are: Br[C:2]1[CH:3]=[C:4]([CH:14]=[CH:15][CH:16]=1)[CH2:5][NH:6][C:7](=[O:13])[O:8][C:9]([CH3:12])([CH3:11])[CH3:10].[CH:17]1(B(O)O)[CH2:19][CH2:18]1.P([O-])([O-])([O-])=O.[K+].[K+].[K+].C1(P(C2CCCCC2)C2CCCCC2)CCCCC1. Given the product [CH:17]1([C:2]2[CH:3]=[C:4]([CH:14]=[CH:15][CH:16]=2)[CH2:5][NH:6][C:7](=[O:13])[O:8][C:9]([CH3:12])([CH3:11])[CH3:10])[CH2:19][CH2:18]1, predict the reactants needed to synthesize it. (4) Given the product [Br:23][C:3]1[CH:4]=[CH:5][S:1][C:2]=1[C:6]1[S:7][CH:8]=[CH:9][C:10]=1[C:11]1[S:12][CH:13]=[CH:14][CH:15]=1, predict the reactants needed to synthesize it. The reactants are: [S:1]1[CH:5]=[CH:4][CH:3]=[C:2]1[C:6]1[S:7][CH:8]=[CH:9][C:10]=1[C:11]1[S:12][CH:13]=[CH:14][CH:15]=1.C1C(=O)N([Br:23])C(=O)C1. (5) Given the product [CH3:18][N:19]1[CH2:24][CH2:23][N:22]([C:2]2[N:11]=[C:10]([C:12]3[CH:17]=[CH:16][CH:15]=[CH:14][CH:13]=3)[C:9]3[C:4](=[CH:5][CH:6]=[CH:7][CH:8]=3)[N:3]=2)[CH2:21][CH2:20]1, predict the reactants needed to synthesize it. The reactants are: Cl[C:2]1[N:11]=[C:10]([C:12]2[CH:17]=[CH:16][CH:15]=[CH:14][CH:13]=2)[C:9]2[C:4](=[CH:5][CH:6]=[CH:7][CH:8]=2)[N:3]=1.[CH3:18][N:19]1[CH2:24][CH2:23][NH:22][CH2:21][CH2:20]1. (6) Given the product [CH3:1][C:2]1[O:6][N:5]=[C:4]([C:7]2[CH:8]=[CH:9][N:10]=[CH:11][CH:12]=2)[C:3]=1[CH2:13][O:14][C:15]1[CH:23]=[CH:22][C:18]([C:19]([NH:24][CH:25]2[CH2:30][CH2:29][O:28][CH2:27][CH2:26]2)=[O:21])=[CH:17][N:16]=1, predict the reactants needed to synthesize it. The reactants are: [CH3:1][C:2]1[O:6][N:5]=[C:4]([C:7]2[CH:12]=[CH:11][N:10]=[CH:9][CH:8]=2)[C:3]=1[CH2:13][O:14][C:15]1[CH:23]=[CH:22][C:18]([C:19]([OH:21])=O)=[CH:17][N:16]=1.[NH2:24][CH:25]1[CH2:30][CH2:29][O:28][CH2:27][CH2:26]1. (7) Given the product [CH3:31][C:10]1[CH:11]=[C:12]([C:16]2[NH:25][C:24](=[O:26])[C:23]3[C:18](=[CH:19][C:20]([O:29][CH3:30])=[CH:21][C:22]=3[O:27][CH3:28])[N:17]=2)[CH:13]=[C:14]([CH3:15])[C:9]=1[O:8][CH2:7][CH2:6][NH:33][CH3:32], predict the reactants needed to synthesize it. The reactants are: CS(O[CH2:6][CH2:7][O:8][C:9]1[C:14]([CH3:15])=[CH:13][C:12]([C:16]2[NH:25][C:24](=[O:26])[C:23]3[C:18](=[CH:19][C:20]([O:29][CH3:30])=[CH:21][C:22]=3[O:27][CH3:28])[N:17]=2)=[CH:11][C:10]=1[CH3:31])(=O)=O.[CH3:32][NH2:33]. (8) Given the product [CH:1]1([CH:7]([NH:19][C:20]2[CH:21]=[CH:22][C:23]([C:24]([O:26][CH3:27])=[O:25])=[CH:28][CH:29]=2)[C:9]2[O:17][C:16]3[C:11](=[N:12][CH:13]=[CH:14][CH:15]=3)[C:10]=2[CH3:18])[CH2:6][CH2:5][CH2:4][CH2:3][CH2:2]1, predict the reactants needed to synthesize it. The reactants are: [CH:1]1([C:7]([C:9]2[O:17][C:16]3[C:11](=[N:12][CH:13]=[CH:14][CH:15]=3)[C:10]=2[CH3:18])=O)[CH2:6][CH2:5][CH2:4][CH2:3][CH2:2]1.[NH2:19][C:20]1[CH:29]=[CH:28][C:23]([C:24]([O:26][CH3:27])=[O:25])=[CH:22][CH:21]=1.C(=O)([O-])O.[Na+].C([BH3-])#N.[Na+].